Dataset: NCI-60 drug combinations with 297,098 pairs across 59 cell lines. Task: Regression. Given two drug SMILES strings and cell line genomic features, predict the synergy score measuring deviation from expected non-interaction effect. (1) Drug 1: CC1=CC=C(C=C1)C2=CC(=NN2C3=CC=C(C=C3)S(=O)(=O)N)C(F)(F)F. Drug 2: CC1CCCC2(C(O2)CC(NC(=O)CC(C(C(=O)C(C1O)C)(C)C)O)C(=CC3=CSC(=N3)C)C)C. Cell line: HS 578T. Synergy scores: CSS=50.6, Synergy_ZIP=0.177, Synergy_Bliss=-2.04, Synergy_Loewe=-28.8, Synergy_HSA=-1.66. (2) Drug 1: C1CN1C2=NC(=NC(=N2)N3CC3)N4CC4. Drug 2: CNC(=O)C1=NC=CC(=C1)OC2=CC=C(C=C2)NC(=O)NC3=CC(=C(C=C3)Cl)C(F)(F)F. Cell line: A549. Synergy scores: CSS=11.3, Synergy_ZIP=-24.9, Synergy_Bliss=-49.7, Synergy_Loewe=-45.3, Synergy_HSA=-42.4. (3) Drug 1: CC(C1=C(C=CC(=C1Cl)F)Cl)OC2=C(N=CC(=C2)C3=CN(N=C3)C4CCNCC4)N. Drug 2: CC(CN1CC(=O)NC(=O)C1)N2CC(=O)NC(=O)C2. Cell line: CAKI-1. Synergy scores: CSS=41.2, Synergy_ZIP=-2.34, Synergy_Bliss=0.401, Synergy_Loewe=4.80, Synergy_HSA=4.96. (4) Drug 1: C1=C(C(=O)NC(=O)N1)F. Drug 2: C1CN(CCN1C(=O)CCBr)C(=O)CCBr. Cell line: SK-MEL-28. Synergy scores: CSS=32.9, Synergy_ZIP=0.348, Synergy_Bliss=1.68, Synergy_Loewe=-1.74, Synergy_HSA=3.27.